Dataset: Reaction yield outcomes from USPTO patents with 853,638 reactions. Task: Predict the reaction yield, written as a fraction of the theoretical maximum amount of product (1.0 means a 100% yield; for example, 0.34 means a 34% yield). The reactants are CN[C@H:3]1[CH2:8][CH2:7][C@H:6]([OH:9])[CH2:5][CH2:4]1.[C:10](O[C:10]([O:12][C:13]([CH3:16])([CH3:15])[CH3:14])=[O:11])([O:12][C:13]([CH3:16])([CH3:15])[CH3:14])=[O:11].[C:25](#[N:27])C. No catalyst specified. The product is [OH:9][C@H:6]1[CH2:5][CH2:4][C@H:3]([CH2:25][NH:27][C:10](=[O:11])[O:12][C:13]([CH3:16])([CH3:15])[CH3:14])[CH2:8][CH2:7]1. The yield is 0.870.